Dataset: Catalyst prediction with 721,799 reactions and 888 catalyst types from USPTO. Task: Predict which catalyst facilitates the given reaction. (1) Reactant: P(Cl)([O-])([O-])=O.CC(OC)(C)C.O.C(N(CC)CC)C.[CH2:20]1[CH2:30][CH2:29][N:28]2[C:23](=[N:24][CH2:25][CH2:26][CH2:27]2)[CH2:22][CH2:21]1.C(=O)([O-])[O-]. Product: [CH2:20]1[CH2:30][CH2:29][N:28]2[C:23](=[N:24][CH2:25][CH2:26][CH2:27]2)[CH2:22][CH2:21]1. The catalyst class is: 2. (2) Product: [CH2:10]([O:17][C:18]1[C:27]2[C:22](=[CH:23][CH:24]=[CH:25][CH:26]=2)[C:21]([CH2:28][CH2:29][OH:30])=[C:20]([N+:34]([O-:36])=[O:35])[CH:19]=1)[C:11]1[CH:16]=[CH:15][CH:14]=[CH:13][CH:12]=1. The catalyst class is: 1. Reactant: CC(C[AlH]CC(C)C)C.[CH2:10]([O:17][C:18]1[C:27]2[C:22](=[CH:23][CH:24]=[CH:25][CH:26]=2)[C:21]([CH2:28][C:29](OCC)=[O:30])=[C:20]([N+:34]([O-:36])=[O:35])[CH:19]=1)[C:11]1[CH:16]=[CH:15][CH:14]=[CH:13][CH:12]=1.N#N.Cl.